From a dataset of Forward reaction prediction with 1.9M reactions from USPTO patents (1976-2016). Predict the product of the given reaction. (1) Given the reactants Cl[CH2:2][C:3]([N:5]1[C:11]2[CH:12]=[CH:13][CH:14]=[CH:15][C:10]=2[CH2:9][CH2:8][C:7]2[CH:16]=[CH:17][C:18]([Cl:20])=[CH:19][C:6]1=2)=[O:4].[N-:21]=[N+:22]=[N-:23].[Na+], predict the reaction product. The product is: [N:21]([CH2:2][C:3]([N:5]1[C:11]2[CH:12]=[CH:13][CH:14]=[CH:15][C:10]=2[CH2:9][CH2:8][C:7]2[CH:16]=[CH:17][C:18]([Cl:20])=[CH:19][C:6]1=2)=[O:4])=[N+:22]=[N-:23]. (2) Given the reactants [C:1]([N:4]1[C:13]2[C:8](=[CH:9][C:10](Br)=[CH:11][CH:12]=2)[C@H:7]([NH:15]C(=O)OCC2C=CC=CC=2)[C@@H:6]([CH3:26])[C@@H:5]1[CH:27]1[CH2:29][CH2:28]1)(=[O:3])[CH3:2].N[C@H]1C2C(=CC=C(Br)C=2)N(C(=O)C)[C@@H](C2CC2)[C@@H]1C, predict the reaction product. The product is: [NH2:15][C@H:7]1[C:8]2[C:13](=[CH:12][CH:11]=[CH:10][CH:9]=2)[N:4]([C:1](=[O:3])[CH3:2])[C@@H:5]([CH:27]2[CH2:29][CH2:28]2)[C@@H:6]1[CH3:26].